From a dataset of Forward reaction prediction with 1.9M reactions from USPTO patents (1976-2016). Predict the product of the given reaction. (1) Given the reactants [Br:1][C:2]1[CH:11]=[CH:10][C:5]([C:6]([O:8][CH3:9])=[O:7])=[CH:4][C:3]=1[OH:12].C([O-])([O-])=O.[K+].[K+].I[CH2:20][CH3:21], predict the reaction product. The product is: [Br:1][C:2]1[CH:11]=[CH:10][C:5]([C:6]([O:8][CH3:9])=[O:7])=[CH:4][C:3]=1[O:12][CH2:20][CH3:21]. (2) Given the reactants [CH:1]1([CH2:4][N:5]2[CH2:12][CH2:11][C@@:10]3([CH3:16])[C@H:13]([NH:14][CH3:15])[C@H:6]2[CH2:7][C:8]2[CH:20]=[CH:19][C:18]([O:21][CH3:22])=[CH:17][C:9]=23)[CH2:3][CH2:2]1.C([O:25][C:26](=[O:29])[CH:27]=O)C.[BH-](OC(C)=O)(OC(C)=O)OC(C)=O.[Na+], predict the reaction product. The product is: [CH:1]1([CH2:4][N:5]2[CH2:12][CH2:11][C@@:10]3([CH3:16])[C@H:13]([N:14]([CH3:15])[CH2:27][C:26]([OH:25])=[O:29])[C@H:6]2[CH2:7][C:8]2[CH:20]=[CH:19][C:18]([O:21][CH3:22])=[CH:17][C:9]=23)[CH2:3][CH2:2]1.